From a dataset of Acute oral toxicity (LD50) regression data from Zhu et al.. Regression/Classification. Given a drug SMILES string, predict its toxicity properties. Task type varies by dataset: regression for continuous values (e.g., LD50, hERG inhibition percentage) or binary classification for toxic/non-toxic outcomes (e.g., AMES mutagenicity, cardiotoxicity, hepatotoxicity). Dataset: ld50_zhu. (1) The compound is O=C(CCNNC(=O)c1ccncc1)NCc1ccccc1. The rat oral LD50 is 2.24, given as -log10 of the dose in mol/kg body weight (higher means more acutely toxic). (2) The molecule is CS(=O)C(C)(C)C(N)=O. The rat oral LD50 is 0.970, given as -log10 of the dose in mol/kg body weight (higher means more acutely toxic). (3) The compound is CCCCC(CC)COC(=O)COc1cc(Cl)c(Cl)cc1Cl. The rat oral LD50 is 2.87, given as -log10 of the dose in mol/kg body weight (higher means more acutely toxic). (4) The rat oral LD50 is 3.04, given as -log10 of the dose in mol/kg body weight (higher means more acutely toxic). The molecule is COP(=S)(OC)SCCNC(C)=O. (5) The molecule is CC(C)=Cc1ccc(C(C)C(=O)O)cc1. The rat oral LD50 is 2.20, given as -log10 of the dose in mol/kg body weight (higher means more acutely toxic). (6) The drug is Cc1cccc2c1C(=O)C(c1c(Cl)cccc1Cl)C2=O. The rat oral LD50 is 2.82, given as -log10 of the dose in mol/kg body weight (higher means more acutely toxic). (7) The compound is CCNc1nc(Cl)nc(NC(C)C)n1. The rat oral LD50 is 2.51, given as -log10 of the dose in mol/kg body weight (higher means more acutely toxic).